This data is from Experimentally validated miRNA-target interactions with 360,000+ pairs, plus equal number of negative samples. The task is: Binary Classification. Given a miRNA mature sequence and a target amino acid sequence, predict their likelihood of interaction. (1) The miRNA is hsa-miR-93-5p with sequence CAAAGUGCUGUUCGUGCAGGUAG. The protein sequence of the target gene is MKRGGRDSDRNSSEEGTAEKSKKLRTTNEHSQTCDWGNLLQDIILQVFKYLPLLDRAHASQVCRNWNQVFHMPDLWRCFEFELNQPATSYLKATHPELIKQIIKRHSNHLQYVSFKVDSSKESAEAACDILSQLVNCSLKTLGLISTARPSFMDLPKSHFISALTVVFVNSKSLSSLKIDDTPVDDPSLKVLVANNSDTLKLLKMSSCPHVSPAGILCVADQCHGLRELALNYHLLSDELLLALSSEKHVRLEHLRIDVVSENPGQTHFHTIQKSSWDAFIRHSPKVNLVMYFFLYEEEF.... Result: 1 (interaction). (2) The miRNA is mmu-miR-1193-3p with sequence UAGGUCACCCGUUUUACUAUC. The protein sequence of the target gene is MFKVIQRSVGPASLSLLTFKVYAAPKKDSPPKNSVKVDELSLYSVPEGQSKYVEEARSQLEESISQLRHYCEPYTTWCQETYSQTKPKMQSLVQWGLDSYDYLQNAPPGFFPRLGVIGFAGLIGLLLARGSKIKKLVYPPGFMGLAASLYYPQQAIVFAQVSGERLYDWGLRGYIVIEDLWKENFQKPGNVKNSPGTK. Result: 0 (no interaction). (3) The miRNA is bta-miR-16a with sequence UAGCAGCACGUAAAUAUUGGUG. The protein sequence of the target gene is MAAAMTFCRLLNRCGEAARSLPLGARCFGVRVSPTGEKVTHTGQVYDDKDYRRIRFVGRQKEVNENFAIDLIAEQPVSEVETRVIACDGGGGALGHPKVYINLDKETKTGTCGYCGLQFRQHHH. Result: 0 (no interaction). (4) The miRNA is hsa-miR-4798-5p with sequence UUCGGUAUACUUUGUGAAUUGG. The protein sequence of the target gene is MRGAARAAWGRAGQPWPRPPAPGPPPPPLPLLLLLLAGLLGGAGAQYSSDRCSWKGSGLTHEAHRKEVEQVYLRCAAGAVEWMYPTGALIVNLRPNTFSPARHLTVCIRSFTDSSGANIYLEKTGELRLLVPDGDGRPGRVQCFGLEQGGLFVEATPQQDIGRRTTGFQYELVRRHRASDLHELSAPCRPCSDTEVLLAVCTSDFAVRGSIQQVTHEPERQDSAIHLRVSRLYRQKSRVFEPVPEGDGHWQGRVRTLLECGVRPGHGDFLFTGHMHFGEARLGCAPRFKDFQRMYRDAQE.... Result: 1 (interaction).